From a dataset of Forward reaction prediction with 1.9M reactions from USPTO patents (1976-2016). Predict the product of the given reaction. The product is: [F:7][C:8]1[CH:9]=[C:10]([S:15]([C:16]2[CH:17]=[C:18]3[C:24]([NH2:25])=[N:23][NH:22][C:19]3=[N:20][CH:21]=2)(=[O:1])=[O:33])[CH:11]=[C:12]([F:14])[CH:13]=1. Given the reactants [OH:1]OS([O-])=O.[K+].[F:7][C:8]1[CH:9]=[C:10]([S:15][C:16]2[CH:17]=[C:18]3[C:24]([NH2:25])=[N:23][NH:22][C:19]3=[N:20][CH:21]=2)[CH:11]=[C:12]([F:14])[CH:13]=1.O1CCCC1.CO.[OH2:33], predict the reaction product.